This data is from Full USPTO retrosynthesis dataset with 1.9M reactions from patents (1976-2016). The task is: Predict the reactants needed to synthesize the given product. (1) Given the product [CH3:35][C@@:11]1([CH2:12][N:13]2[CH2:18][CH2:17][N:16]([C:19]([O:21][CH2:22][CH:23]=[CH:24][C:25]3[CH:30]=[CH:29][C:28]([C:31]([F:34])([F:33])[F:32])=[CH:27][CH:26]=3)=[O:20])[CH2:15][CH2:14]2)[O:36][C:2]2=[N:6][C:5]([N+:7]([O-:9])=[O:8])=[CH:4][N:3]2[CH2:10]1, predict the reactants needed to synthesize it. The reactants are: Cl[C:2]1[N:3]([CH2:10][C@:11]([OH:36])([CH3:35])[CH2:12][N:13]2[CH2:18][CH2:17][N:16]([C:19]([O:21][CH2:22][CH:23]=[CH:24][C:25]3[CH:30]=[CH:29][C:28]([C:31]([F:34])([F:33])[F:32])=[CH:27][CH:26]=3)=[O:20])[CH2:15][CH2:14]2)[CH:4]=[C:5]([N+:7]([O-:9])=[O:8])[N:6]=1.[H-].[Na+].C(OCC)(=O)C.O. (2) Given the product [Cl:32][C:27]1[CH:26]=[C:25]([CH:30]=[CH:29][C:28]=1[Cl:31])[CH2:24][O:23][C:18]1[CH:19]=[CH:20][CH:21]=[CH:22][C:17]=1[C:12]1[N:11]([C:7]2[CH:6]=[C:5]([CH:10]=[CH:9][CH:8]=2)[C:4]([OH:33])=[O:3])[C:15]([CH3:16])=[CH:14][CH:13]=1, predict the reactants needed to synthesize it. The reactants are: C([O:3][C:4](=[O:33])[C:5]1[CH:10]=[CH:9][CH:8]=[C:7]([N:11]2[C:15]([CH3:16])=[CH:14][CH:13]=[C:12]2[C:17]2[CH:22]=[CH:21][CH:20]=[CH:19][C:18]=2[O:23][CH2:24][C:25]2[CH:30]=[CH:29][C:28]([Cl:31])=[C:27]([Cl:32])[CH:26]=2)[CH:6]=1)C.[OH-].[Na+]. (3) Given the product [C:1]1([C:15]2[CH:16]=[CH:17][CH:18]=[CH:19][CH:20]=2)[CH:6]=[CH:5][C:4]([O:7][C:8](=[CH:13][CH3:14])[C:9]([OH:11])=[O:10])=[CH:3][CH:2]=1, predict the reactants needed to synthesize it. The reactants are: [C:1]1([C:15]2[CH:20]=[CH:19][CH:18]=[CH:17][CH:16]=2)[CH:6]=[CH:5][C:4]([O:7][C:8](=[CH:13][CH3:14])[C:9]([O:11]C)=[O:10])=[CH:3][CH:2]=1.O.[OH-].[Li+].